Task: Predict the product of the given reaction.. Dataset: Forward reaction prediction with 1.9M reactions from USPTO patents (1976-2016) (1) The product is: [CH:1]1([N:4]([CH:20]2[CH2:25][CH2:24][N:23]([CH2:31][C:28]3([C:27]([F:38])([F:37])[F:26])[CH2:30][CH2:29]3)[CH2:22][CH2:21]2)[C:5]([C:7]2[CH:11]=[C:10]([C:12]3[CH:13]=[CH:14][C:15]([C:18]#[N:19])=[CH:16][CH:17]=3)[O:9][N:8]=2)=[O:6])[CH2:3][CH2:2]1. Given the reactants [CH:1]1([N:4]([CH:20]2[CH2:25][CH2:24][NH:23][CH2:22][CH2:21]2)[C:5]([C:7]2[CH:11]=[C:10]([C:12]3[CH:17]=[CH:16][C:15]([C:18]#[N:19])=[CH:14][CH:13]=3)[O:9][N:8]=2)=[O:6])[CH2:3][CH2:2]1.[F:26][C:27]([F:38])([F:37])[C:28]1([CH2:31]OS(C)(=O)=O)[CH2:30][CH2:29]1, predict the reaction product. (2) Given the reactants [NH2:1][C:2]1[CH:35]=[CH:34][C:5]([C:6]([NH:8][C@H:9]2[CH2:14][CH2:13][CH2:12][C@@H:11]([NH:15][C:16]3[N:21]=[C:20]([C:22]4[C:30]5[C:25](=[CH:26][CH:27]=[CH:28][CH:29]=5)[NH:24][CH:23]=4)[C:19]([CH:31]4[CH2:33][CH2:32]4)=[CH:18][N:17]=3)[CH2:10]2)=[O:7])=[CH:4][CH:3]=1.Cl.C[CH2:38][N:39]([CH:43]([CH3:45])C)[CH:40](C)C.BrC/C=[CH:49]/[C:50](Cl)=[O:51].C(Cl)Cl.CNC.C1COCC1, predict the reaction product. The product is: [CH:31]1([C:19]2[C:20]([C:22]3[C:30]4[C:25](=[CH:26][CH:27]=[CH:28][CH:29]=4)[NH:24][CH:23]=3)=[N:21][C:16]([NH:15][C@@H:11]3[CH2:12][CH2:13][CH2:14][C@H:9]([NH:8][C:6](=[O:7])[C:5]4[CH:34]=[CH:35][C:2]([NH:1][C:50](=[O:51])/[CH:49]=[CH:45]/[CH2:43][N:39]([CH3:38])[CH3:40])=[CH:3][CH:4]=4)[CH2:10]3)=[N:17][CH:18]=2)[CH2:33][CH2:32]1. (3) The product is: [CH:15]1([O:1][C:2]2[CH:14]=[CH:13][C:5]3[C:6](=[O:12])[O:7][C:8]([CH3:10])([CH3:11])[O:9][C:4]=3[CH:3]=2)[CH2:20][CH2:19][CH2:18][CH2:17][CH2:16]1. Given the reactants [OH:1][C:2]1[CH:14]=[CH:13][C:5]2[C:6](=[O:12])[O:7][C:8]([CH3:11])([CH3:10])[O:9][C:4]=2[CH:3]=1.[CH:15]1(O)[CH2:20][CH2:19][CH2:18][CH2:17][CH2:16]1, predict the reaction product. (4) Given the reactants [CH3:1][O:2][C:3]1[CH:4]=[C:5]2[C:10](=[CH:11][CH:12]=1)[N:9]=[C:8]([CH2:13]P(=O)(OCC)OCC)[CH:7]=[CH:6]2.[N:22]1([C:28]([N:30]2[CH2:35][CH:34]([C:36]3[CH:41]=[CH:40][CH:39]([C:42]([F:45])([F:44])[F:43])[CH2:38][CH:37]=3)[CH2:33][CH:32]([CH:46]=O)[CH2:31]2)=[O:29])[CH2:27][CH2:26][O:25][CH2:24][CH2:23]1, predict the reaction product. The product is: [CH3:1][O:2][C:3]1[CH:4]=[C:5]2[C:10](=[CH:11][CH:12]=1)[N:9]=[C:8](/[CH:13]=[CH:46]/[CH:32]1[CH2:33][CH:34]([C:36]3[CH:41]=[CH:40][C:39]([C:42]([F:45])([F:44])[F:43])=[CH:38][CH:37]=3)[CH2:35][N:30]([C:28]([N:22]3[CH2:27][CH2:26][O:25][CH2:24][CH2:23]3)=[O:29])[CH2:31]1)[CH:7]=[CH:6]2. (5) Given the reactants CO[C:3](=[O:13])[C:4]1[CH:9]=[C:8]([Cl:10])[CH:7]=[CH:6][C:5]=1[CH2:11]Br.[CH2:14]([NH2:21])[C:15]1[CH:20]=[CH:19][CH:18]=[CH:17][CH:16]=1.C([O-])([O-])=O.[K+].[K+].C(OCC)(=O)C, predict the reaction product. The product is: [CH2:14]([N:21]1[CH2:11][C:5]2[C:4](=[CH:9][C:8]([Cl:10])=[CH:7][CH:6]=2)[C:3]1=[O:13])[C:15]1[CH:20]=[CH:19][CH:18]=[CH:17][CH:16]=1.